Predict the product of the given reaction. From a dataset of Forward reaction prediction with 1.9M reactions from USPTO patents (1976-2016). (1) The product is: [Cl:1][C:2]1[CH:7]=[CH:6][CH:5]=[C:4]([Cl:8])[C:3]=1[C:9]1[C:17]2[O:16][CH:15]([CH2:18][NH:19][C:30](=[O:31])[O:32][CH2:33][C:34]3[CH:39]=[CH:38][CH:37]=[CH:36][CH:35]=3)[CH2:14][C:13]=2[CH:12]=[CH:11][CH:10]=1. Given the reactants [Cl:1][C:2]1[CH:7]=[CH:6][CH:5]=[C:4]([Cl:8])[C:3]=1[C:9]1[C:17]2[O:16][CH:15]([CH2:18][NH2:19])[CH2:14][C:13]=2[CH:12]=[CH:11][CH:10]=1.C(N(C(C)C)CC)(C)C.Cl[C:30]([O:32][CH2:33][C:34]1[CH:39]=[CH:38][CH:37]=[CH:36][CH:35]=1)=[O:31], predict the reaction product. (2) Given the reactants [C:1]1([C:11]2[CH:16]=[CH:15][CH:14]=[CH:13][CH:12]=2)[CH:6]=[CH:5][CH:4]=[C:3]([CH2:7][C:8]([OH:10])=[O:9])[CH:2]=1.C([N-]C(C)C)(C)C.[Li+].Br[CH2:26][C:27]([CH3:29])=[CH2:28].O, predict the reaction product. The product is: [C:1]1([C:11]2[CH:16]=[CH:15][CH:14]=[CH:13][CH:12]=2)[CH:6]=[CH:5][CH:4]=[C:3]([C:7](=[CH:26][CH:27]([CH3:29])[CH3:28])[C:8]([OH:10])=[O:9])[CH:2]=1. (3) Given the reactants [Br:1][C:2]1[CH:10]=[CH:9][C:5]([C:6]([OH:8])=[O:7])=[C:4]([CH3:11])[CH:3]=1.Cl[CH2:13]CCl.S(Cl)(Cl)=O.CO.C(N(CC)CC)C, predict the reaction product. The product is: [CH3:13][O:7][C:6](=[O:8])[C:5]1[CH:9]=[CH:10][C:2]([Br:1])=[CH:3][C:4]=1[CH3:11].